Dataset: Catalyst prediction with 721,799 reactions and 888 catalyst types from USPTO. Task: Predict which catalyst facilitates the given reaction. (1) Reactant: Cl.[CH2:2]([N:4]([CH2:19][CH3:20])[C:5](=[O:18])[CH2:6][CH2:7][CH2:8][CH2:9][C@H:10]1[CH2:15][CH2:14][C@H:13]([NH:16][CH3:17])[CH2:12][CH2:11]1)[CH3:3].CCN(C(C)C)C(C)C.[F:30][C:31]([F:43])([F:42])[C:32]1[CH:37]=[CH:36][C:35]([S:38](Cl)(=[O:40])=[O:39])=[CH:34][CH:33]=1. Product: [CH2:19]([N:4]([CH2:2][CH3:3])[C:5](=[O:18])[CH2:6][CH2:7][CH2:8][CH2:9][C@H:10]1[CH2:11][CH2:12][C@H:13]([N:16]([CH3:17])[S:38]([C:35]2[CH:34]=[CH:33][C:32]([C:31]([F:30])([F:42])[F:43])=[CH:37][CH:36]=2)(=[O:40])=[O:39])[CH2:14][CH2:15]1)[CH3:20]. The catalyst class is: 64. (2) Reactant: [Cl:1][C:2]1[CH:10]=[C:9]2[C:5]([CH:6]=[CH:7][NH:8]2)=[CH:4][CH:3]=1.[F:11][C:12]([F:23])([F:22])[C:13](O[C:13](=[O:14])[C:12]([F:23])([F:22])[F:11])=[O:14]. Product: [Cl:1][C:2]1[CH:10]=[C:9]2[C:5]([C:6]([C:13](=[O:14])[C:12]([F:23])([F:22])[F:11])=[CH:7][NH:8]2)=[CH:4][CH:3]=1. The catalyst class is: 1.